This data is from Full USPTO retrosynthesis dataset with 1.9M reactions from patents (1976-2016). The task is: Predict the reactants needed to synthesize the given product. (1) Given the product [O:10]([CH2:11][CH2:12][Br:13])[C@@H:9]1[O:14][C@H:15]([CH2:26][OH:27])[C@H:16]([OH:22])[C@H:17]([OH:18])[C@H:8]1[OH:7], predict the reactants needed to synthesize it. The reactants are: C[O-].[Na+].C([O:7][C@@H:8]1[C@@H:17]([O:18]C(=O)C)[C@@H:16]([O:22]C(=O)C)[C@@H:15]([CH2:26][O:27]C(=O)C)[O:14][C@H:9]1[O:10][CH2:11][CH2:12][Br:13])(=O)C. (2) Given the product [F:1][C:2]1[CH:12]=[CH:11][C:5]([CH:6]=[CH:7][C:8]([N:21]([O:33][CH3:34])[CH3:23])=[O:9])=[CH:4][CH:3]=1, predict the reactants needed to synthesize it. The reactants are: [F:1][C:2]1[CH:12]=[CH:11][C:5]([CH:6]=[CH:7][C:8](O)=[O:9])=[CH:4][CH:3]=1.CCN=C=NCCC[N:21]([CH3:23])C.Cl.C(N(CC)CC)C.N[O:33][CH3:34].Cl. (3) Given the product [C:2]([O:4][C@H:5]1[C:14]2[C@:15]3([CH3:30])[C:16](/[C:17](=[CH:18]\[N:34]([CH2:35][CH3:36])[CH2:32][CH3:33])/[C:23](=[O:24])[O:25][C@@H:26]3[CH2:27][O:28][CH3:29])=[C:20]([OH:19])[C:21](=[O:22])[C:13]=2[C@H:8]2[C@@:7]([CH3:31])([C@@H:11]([OH:12])[CH2:10][CH2:9]2)[CH2:6]1)(=[O:3])[CH3:1], predict the reactants needed to synthesize it. The reactants are: [CH3:1][C:2]([O:4][C@H:5]1[C:14]2[C@@:15]3([CH3:30])[C@@H:26]([CH2:27][O:28][CH3:29])[O:25][C:23](=[O:24])[C:17]4=[CH:18][O:19][C:20]([C:21](=[O:22])[C:13]=2[C@@H:8]2[CH2:9][CH2:10][C@H:11]([OH:12])[C@@:7]2([CH3:31])[CH2:6]1)=[C:16]34)=[O:3].[CH2:32]([NH:34][CH2:35][CH3:36])[CH3:33]. (4) Given the product [N:2]1([CH2:8][CH:9]=[CH:10][C:11]([Cl:17])=[O:13])[CH2:7][CH2:6][CH2:5][CH2:4][CH2:3]1, predict the reactants needed to synthesize it. The reactants are: Cl.[N:2]1([CH2:8][CH:9]=[CH:10][C:11]([OH:13])=O)[CH2:7][CH2:6][CH2:5][CH2:4][CH2:3]1.C(Cl)(=O)C([Cl:17])=O. (5) Given the product [CH3:1][O:2][C:3]([C:4]1[CH:9]=[CH:8][C:7](=[O:25])[N:6]([CH:16]([F:21])[F:20])[CH:5]=1)=[O:14], predict the reactants needed to synthesize it. The reactants are: [CH3:1][O:2][C:3](=[O:14])[C:4]1[CH:9]=[CH:8][C:7](NC(=O)C)=[N:6][CH:5]=1.Cl[C:16]([F:21])([F:20])C([O-])=O.[Na+].C1OCCOCCOCCOCCOCC[O:25]C1.OS([O-])(=O)=O.[K+].